This data is from Catalyst prediction with 721,799 reactions and 888 catalyst types from USPTO. The task is: Predict which catalyst facilitates the given reaction. Reactant: [CH2:1]([O:8][C:9]1[CH:14]=[CH:13][C:12]([CH2:15][CH:16]([O:22]S(C)(=O)=O)[C:17]([O:19][CH2:20][CH3:21])=[O:18])=[CH:11][CH:10]=1)[C:2]1[CH:7]=[CH:6][CH:5]=[CH:4][CH:3]=1.[Cl:27][C:28]1[CH:33]=[CH:32][C:31](O)=[CH:30][CH:29]=1.C(=O)([O-])[O-].[K+].[K+]. Product: [CH2:1]([O:8][C:9]1[CH:14]=[CH:13][C:12]([CH2:15][CH:16]([O:22][C:31]2[CH:32]=[CH:33][C:28]([Cl:27])=[CH:29][CH:30]=2)[C:17]([O:19][CH2:20][CH3:21])=[O:18])=[CH:11][CH:10]=1)[C:2]1[CH:7]=[CH:6][CH:5]=[CH:4][CH:3]=1. The catalyst class is: 9.